Dataset: Full USPTO retrosynthesis dataset with 1.9M reactions from patents (1976-2016). Task: Predict the reactants needed to synthesize the given product. (1) Given the product [Br:14][CH2:2][C:1]([C:4]1[CH:9]=[CH:8][C:7]([NH:10][C:11](=[O:13])[CH3:12])=[CH:6][CH:5]=1)=[O:3], predict the reactants needed to synthesize it. The reactants are: [C:1]([C:4]1[CH:9]=[CH:8][C:7]([NH:10][C:11](=[O:13])[CH3:12])=[CH:6][CH:5]=1)(=[O:3])[CH3:2].[Br:14]Br. (2) Given the product [CH3:11][N:10]([CH3:12])[CH:8]([C:5]1[CH:6]=[CH:7][C:2]([B:21]2[O:22][C:23]([CH3:25])([CH3:24])[C:19]([CH3:35])([CH3:18])[O:20]2)=[CH:3][CH:4]=1)[CH3:9], predict the reactants needed to synthesize it. The reactants are: Br[C:2]1[CH:7]=[CH:6][C:5]([CH:8]([N:10]([CH3:12])[CH3:11])[CH3:9])=[CH:4][CH:3]=1.CC([O-])=O.[K+].[CH3:18][C:19]1([CH3:35])[C:23]([CH3:25])([CH3:24])[O:22][B:21]([B:21]2[O:22][C:23]([CH3:25])([CH3:24])[C:19]([CH3:35])([CH3:18])[O:20]2)[O:20]1.O. (3) Given the product [Br:1][C:15]1[CH:16]=[CH:17][C:12]([O:11][CH2:9][CH3:10])=[C:13]([O:19][CH2:20][CH3:21])[C:14]=1[F:18], predict the reactants needed to synthesize it. The reactants are: [Br:1]N1C(=O)CCC1=O.[CH2:9]([O:11][C:12]1[CH:17]=[CH:16][CH:15]=[C:14]([F:18])[C:13]=1[O:19][CH2:20][CH3:21])[CH3:10].CCCCCC.